The task is: Predict the reactants needed to synthesize the given product.. This data is from Full USPTO retrosynthesis dataset with 1.9M reactions from patents (1976-2016). (1) Given the product [Cl:1][C:2]1[N:10]=[C:9]2[C:5]([N:6]=[CH:7][N:8]2[CH3:11])=[C:4]([NH:21][CH2:13][CH2:14][C:15]2[CH:20]=[CH:19][CH:18]=[CH:17][CH:16]=2)[N:3]=1, predict the reactants needed to synthesize it. The reactants are: [Cl:1][C:2]1[N:10]=[C:9]2[C:5]([N:6]=[CH:7][N:8]2[CH3:11])=[C:4](Cl)[N:3]=1.[CH2:13]([NH2:21])[CH2:14][C:15]1[CH:20]=[CH:19][CH:18]=[CH:17][CH:16]=1.C(N(CC)CC)C. (2) Given the product [S:1]1[C:5]2[CH:6]=[CH:7][CH:8]=[CH:9][C:4]=2[C:3]([N:10]2[CH2:11][CH2:12][N:13]([CH2:16][CH2:17][CH2:18][C:19]3[CH:20]=[CH:21][C:22]([NH:25][C:32](=[O:33])[CH2:31][C:27]4[S:26][CH:30]=[CH:29][CH:28]=4)=[CH:23][CH:24]=3)[CH2:14][CH2:15]2)=[N:2]1, predict the reactants needed to synthesize it. The reactants are: [S:1]1[C:5]2[CH:6]=[CH:7][CH:8]=[CH:9][C:4]=2[C:3]([N:10]2[CH2:15][CH2:14][N:13]([CH2:16][CH2:17][CH2:18][C:19]3[CH:24]=[CH:23][C:22]([NH2:25])=[CH:21][CH:20]=3)[CH2:12][CH2:11]2)=[N:2]1.[S:26]1[CH:30]=[CH:29][CH:28]=[C:27]1[CH2:31][C:32](Cl)=[O:33].